Dataset: Catalyst prediction with 721,799 reactions and 888 catalyst types from USPTO. Task: Predict which catalyst facilitates the given reaction. Reactant: C(OC([N:8]1[CH2:13][CH2:12][C:11]2[N:14]([CH2:36][CH:37]([OH:51])[CH2:38][N:39]3[CH2:44][CH2:43][CH:42]([N:45]4[CH2:49][CH2:48][CH2:47][C:46]4=[O:50])[CH2:41][CH2:40]3)[N:15]=[C:16]([C:17]3[CH:22]=[CH:21][C:20]([C:23]([F:26])([F:25])[F:24])=[C:19]([S:27][CH2:28][CH2:29][N:30]4[CH2:35][CH2:34][CH2:33][CH2:32][CH2:31]4)[CH:18]=3)[C:10]=2[CH2:9]1)=O)(C)(C)C.Cl. Product: [OH:51][CH:37]([CH2:36][N:14]1[C:11]2[CH2:12][CH2:13][NH:8][CH2:9][C:10]=2[C:16]([C:17]2[CH:22]=[CH:21][C:20]([C:23]([F:24])([F:26])[F:25])=[C:19]([S:27][CH2:28][CH2:29][N:30]3[CH2:31][CH2:32][CH2:33][CH2:34][CH2:35]3)[CH:18]=2)=[N:15]1)[CH2:38][N:39]1[CH2:44][CH2:43][CH:42]([N:45]2[CH2:49][CH2:48][CH2:47][C:46]2=[O:50])[CH2:41][CH2:40]1. The catalyst class is: 2.